This data is from NCI-60 drug combinations with 297,098 pairs across 59 cell lines. The task is: Regression. Given two drug SMILES strings and cell line genomic features, predict the synergy score measuring deviation from expected non-interaction effect. (1) Drug 1: C1CCC(CC1)NC(=O)N(CCCl)N=O. Drug 2: CCC(=C(C1=CC=CC=C1)C2=CC=C(C=C2)OCCN(C)C)C3=CC=CC=C3.C(C(=O)O)C(CC(=O)O)(C(=O)O)O. Cell line: RPMI-8226. Synergy scores: CSS=25.1, Synergy_ZIP=3.44, Synergy_Bliss=2.04, Synergy_Loewe=-9.95, Synergy_HSA=-1.95. (2) Drug 1: C(CC(=O)O)C(=O)CN.Cl. Drug 2: COCCOC1=C(C=C2C(=C1)C(=NC=N2)NC3=CC=CC(=C3)C#C)OCCOC.Cl. Cell line: MDA-MB-231. Synergy scores: CSS=8.13, Synergy_ZIP=-3.14, Synergy_Bliss=-0.345, Synergy_Loewe=1.34, Synergy_HSA=1.14.